This data is from Full USPTO retrosynthesis dataset with 1.9M reactions from patents (1976-2016). The task is: Predict the reactants needed to synthesize the given product. (1) Given the product [CH2:13]([O:20][C:21]1[CH:26]=[C:25]([CH:24]=[CH:23][CH:22]=1)[O:12][CH2:11][CH:8]1[CH2:9][CH2:10][C:5]2([O:4][CH2:3][CH2:2][O:1]2)[CH2:6][CH2:7]1)[C:14]1[CH:19]=[CH:18][CH:17]=[CH:16][CH:15]=1, predict the reactants needed to synthesize it. The reactants are: [O:1]1[C:5]2([CH2:10][CH2:9][CH:8]([CH2:11][OH:12])[CH2:7][CH2:6]2)[O:4][CH2:3][CH2:2]1.[CH2:13]([O:20][C:21]1[CH:22]=[C:23](O)[CH:24]=[CH:25][CH:26]=1)[C:14]1[CH:19]=[CH:18][CH:17]=[CH:16][CH:15]=1.C1(P(C2C=CC=CC=2)C2C=CC=CC=2)C=CC=CC=1. (2) Given the product [F:11][C:3]1[C:4]([N+:8]([O-:10])=[O:9])=[CH:5][CH:6]=[CH:7][C:2]=1[C:14]1[CH:15]=[CH:16][CH:17]=[CH:18][C:13]=1[F:12], predict the reactants needed to synthesize it. The reactants are: Br[C:2]1[CH:7]=[CH:6][CH:5]=[C:4]([N+:8]([O-:10])=[O:9])[C:3]=1[F:11].[F:12][C:13]1[CH:18]=[CH:17][CH:16]=[CH:15][C:14]=1B(O)O.C(=O)([O-])[O-].[K+].[K+]. (3) The reactants are: [C:1]([O:5][C:6]([NH:8][C:9]12[CH2:16][CH2:15][C:12]([C:17](O)=[O:18])([CH2:13][CH2:14]1)[CH2:11][CH2:10]2)=[O:7])([CH3:4])([CH3:3])[CH3:2].[NH2:20][C:21]1[CH:26]=[CH:25][C:24]([C:27]([F:30])([F:29])[F:28])=[CH:23][C:22]=1[F:31]. Given the product [C:1]([O:5][C:6]([NH:8][C:9]12[CH2:10][CH2:11][C:12]([C:17]([NH:20][C:21]3[CH:26]=[CH:25][C:24]([C:27]([F:28])([F:29])[F:30])=[CH:23][C:22]=3[F:31])=[O:18])([CH2:15][CH2:16]1)[CH2:13][CH2:14]2)=[O:7])([CH3:2])([CH3:4])[CH3:3], predict the reactants needed to synthesize it. (4) Given the product [C:8]([N:11]1[C:20]2[C:15](=[CH:16][C:17]([N:21]3[CH2:22][CH2:23][CH:24]([NH:27][C:28](=[O:34])[O:29][C:30]([CH3:31])([CH3:33])[CH3:32])[CH2:25][CH2:26]3)=[CH:18][CH:19]=2)[C@H:14]([NH:35][C:2]2[CH:7]=[CH:6][CH:5]=[CH:4][CH:3]=2)[C@@H:13]([CH3:36])[C@@H:12]1[CH3:37])(=[O:10])[CH3:9], predict the reactants needed to synthesize it. The reactants are: Br[C:2]1[CH:7]=[CH:6][CH:5]=[CH:4][CH:3]=1.[C:8]([N:11]1[C:20]2[C:15](=[CH:16][C:17]([N:21]3[CH2:26][CH2:25][CH:24]([NH:27][C:28](=[O:34])[O:29][C:30]([CH3:33])([CH3:32])[CH3:31])[CH2:23][CH2:22]3)=[CH:18][CH:19]=2)[C@H:14]([NH2:35])[C@@H:13]([CH3:36])[C@@H:12]1[CH3:37])(=[O:10])[CH3:9].CN(C1C(C2C(P(C3CCCCC3)C3CCCCC3)=CC=CC=2)=CC=CC=1)C.CC(C)([O-])C.[Na+].